Dataset: Full USPTO retrosynthesis dataset with 1.9M reactions from patents (1976-2016). Task: Predict the reactants needed to synthesize the given product. (1) Given the product [OH:37][C:25]1[C:24](=[O:23])[N:14]([C:15]2[S:16][C:17]([CH3:20])=[N:18][N:19]=2)[CH:8]([C:7]2[CH:10]=[CH:11][C:4]([O:3][C:2]([F:13])([F:12])[F:1])=[CH:5][CH:6]=2)[C:26]=1[C:27](=[O:28])[C:29]1[CH:34]=[CH:33][C:32]([O:35][CH3:36])=[CH:31][CH:30]=1, predict the reactants needed to synthesize it. The reactants are: [F:1][C:2]([F:13])([F:12])[O:3][C:4]1[CH:11]=[CH:10][C:7]([CH:8]=O)=[CH:6][CH:5]=1.[NH2:14][C:15]1[S:16][C:17]([CH3:20])=[N:18][N:19]=1.C([O:23][C:24](=O)[C:25]([OH:37])=[CH:26][C:27]([C:29]1[CH:34]=[CH:33][C:32]([O:35][CH3:36])=[CH:31][CH:30]=1)=[O:28])C. (2) The reactants are: [O:1]([C:8]1[CH:15]=[CH:14][C:11]([CH2:12][NH2:13])=[CH:10][CH:9]=1)[C:2]1[CH:7]=[CH:6][CH:5]=[CH:4][CH:3]=1.Cl[CH2:17][C:18]1[CH:26]=[CH:25][C:21]([C:22](Cl)=[O:23])=[CH:20][CH:19]=1.[C:27]1([CH2:33][CH2:34][C:35](Cl)=[O:36])[CH:32]=[CH:31][CH:30]=[CH:29][CH:28]=1.[NH2:38][C:39]1[CH:51]=[CH:50][C:42]2[O:43]C(C)(C)[O:45][C:46](=[O:47])[C:41]=2[CH:40]=1. Given the product [OH:43][C:42]1[CH:50]=[CH:51][C:39]([N:38]([CH2:17][C:18]2[CH:26]=[CH:25][C:21]([C:22]([NH:13][CH2:12][C:11]3[CH:10]=[CH:9][C:8]([O:1][C:2]4[CH:3]=[CH:4][CH:5]=[CH:6][CH:7]=4)=[CH:15][CH:14]=3)=[O:23])=[CH:20][CH:19]=2)[C:35](=[O:36])[CH2:34][CH2:33][C:27]2[CH:32]=[CH:31][CH:30]=[CH:29][CH:28]=2)=[CH:40][C:41]=1[C:46]([OH:47])=[O:45], predict the reactants needed to synthesize it. (3) Given the product [F:40][C:39]([F:42])([F:41])[C:37]([OH:43])=[O:38].[CH2:10]([C:8]1=[CH:9][N:5]([C:1]([CH3:4])([CH3:3])[CH3:2])[S:6]/[C:7]/1=[N:18]\[C:19](=[O:29])[C:20]1[CH:25]=[C:24]([Cl:26])[CH:23]=[CH:22][C:21]=1[O:27][CH3:28])[C:11]1[CH:16]=[CH:15][CH:14]=[CH:13][CH:12]=1, predict the reactants needed to synthesize it. The reactants are: [C:1]([N:5]1[CH:9]=[C:8]([CH:10](O)[C:11]2[CH:16]=[CH:15][CH:14]=[CH:13][CH:12]=2)/[C:7](=[N:18]/[C:19](=[O:29])[C:20]2[CH:25]=[C:24]([Cl:26])[CH:23]=[CH:22][C:21]=2[O:27][CH3:28])/[S:6]1)([CH3:4])([CH3:3])[CH3:2].C([SiH](CC)CC)C.[C:37]([OH:43])([C:39]([F:42])([F:41])[F:40])=[O:38]. (4) Given the product [F:19][C:20]1[CH:21]=[CH:22][C:23]([O:38][CH3:39])=[C:24]([C:26]([CH3:36])([CH3:37])[CH2:27][C:28]([C:31]([F:33])([F:34])[F:32])([OH:35])[CH:29]=[N:1][C:2]2[CH:11]=[CH:10][CH:9]=[C:8]3[C:3]=2[CH:4]=[CH:5][C:6]([CH2:12][N:13]2[CH2:14][CH2:15][O:16][CH2:17][CH2:18]2)=[N:7]3)[CH:25]=1, predict the reactants needed to synthesize it. The reactants are: [NH2:1][C:2]1[CH:11]=[CH:10][CH:9]=[C:8]2[C:3]=1[CH:4]=[CH:5][C:6]([CH2:12][N:13]1[CH2:18][CH2:17][O:16][CH2:15][CH2:14]1)=[N:7]2.[F:19][C:20]1[CH:21]=[CH:22][C:23]([O:38][CH3:39])=[C:24]([C:26]([CH3:37])([CH3:36])[CH2:27][C:28]([OH:35])([C:31]([F:34])([F:33])[F:32])[CH:29]=O)[CH:25]=1. (5) Given the product [CH2:1]([O:5][CH2:6][CH2:7][O:8][C:9]1[CH:10]=[CH:11][C:12]([C:15]2[CH:16]=[CH:17][C:18]3[N:24]([CH2:25][CH:26]([CH3:27])[CH3:28])[CH2:23][CH2:22][C:21]([C:29]([NH:31][C:32]4[CH:33]=[CH:34][C:35]([S:38]([CH2:39][C:40]5[N:41]=[N:42][CH:43]=[C:44]([CH3:46])[N:45]=5)=[O:56])=[CH:36][CH:37]=4)=[O:30])=[CH:20][C:19]=3[CH:47]=2)=[CH:13][CH:14]=1)[CH2:2][CH2:3][CH3:4], predict the reactants needed to synthesize it. The reactants are: [CH2:1]([O:5][CH2:6][CH2:7][O:8][C:9]1[CH:14]=[CH:13][C:12]([C:15]2[CH:16]=[CH:17][C:18]3[N:24]([CH2:25][CH:26]([CH3:28])[CH3:27])[CH2:23][CH2:22][C:21]([C:29]([NH:31][C:32]4[CH:37]=[CH:36][C:35]([S:38][CH2:39][C:40]5[N:41]=[N:42][CH:43]=[C:44]([CH3:46])[N:45]=5)=[CH:34][CH:33]=4)=[O:30])=[CH:20][C:19]=3[CH:47]=2)=[CH:11][CH:10]=1)[CH2:2][CH2:3][CH3:4].ClC1C=CC=C(C(OO)=[O:56])C=1.S([O-])([O-])(=O)=S.[Na+].[Na+].